Dataset: Peptide-MHC class I binding affinity with 185,985 pairs from IEDB/IMGT. Task: Regression. Given a peptide amino acid sequence and an MHC pseudo amino acid sequence, predict their binding affinity value. This is MHC class I binding data. The peptide sequence is RTHTLRDAK. The MHC is HLA-B27:05 with pseudo-sequence HLA-B27:05. The binding affinity (normalized) is 0.0847.